Dataset: Forward reaction prediction with 1.9M reactions from USPTO patents (1976-2016). Task: Predict the product of the given reaction. Given the reactants [CH:1]1([C:4]([C:6]2[CH:11]=[CH:10][C:9](Cl)=[C:8]([N+:13]([O-:15])=[O:14])[CH:7]=2)=[O:5])[CH2:3][CH2:2]1.[C:16]([NH:23][CH:24]1[CH2:29][CH2:28][NH:27][CH2:26][CH2:25]1)([O:18][C:19]([CH3:22])([CH3:21])[CH3:20])=[O:17], predict the reaction product. The product is: [CH:1]1([C:4]([C:6]2[CH:11]=[CH:10][C:9]([N:27]3[CH2:26][CH2:25][CH:24]([NH:23][C:16](=[O:17])[O:18][C:19]([CH3:21])([CH3:20])[CH3:22])[CH2:29][CH2:28]3)=[C:8]([N+:13]([O-:15])=[O:14])[CH:7]=2)=[O:5])[CH2:3][CH2:2]1.